Predict which catalyst facilitates the given reaction. From a dataset of Catalyst prediction with 721,799 reactions and 888 catalyst types from USPTO. (1) Reactant: [CH:1]([C:3]1[CH:4]=[C:5]([C:14]([O:16]CC)=[O:15])[C:6](=[O:13])[N:7]2[C:12]=1[CH:11]=[CH:10][CH:9]=[CH:8]2)=[O:2].[OH-].[Na+:20]. Product: [CH:1]([C:3]1[CH:4]=[C:5]([C:14]([O-:16])=[O:15])[C:6](=[O:13])[N:7]2[C:12]=1[CH:11]=[CH:10][CH:9]=[CH:8]2)=[O:2].[Na+:20]. The catalyst class is: 219. (2) The catalyst class is: 55. Product: [CH3:19][S:18][CH2:17][CH2:16][O:15][C:12]1[CH:13]=[N:14][C:9]([NH2:8])=[N:10][CH:11]=1. Reactant: COC1C=CC(C[NH:8][C:9]2[N:14]=[CH:13][C:12]([O:15][CH2:16][CH2:17][S:18][CH3:19])=[CH:11][N:10]=2)=CC=1. (3) Product: [NH2:1][C:2]1[C:6]2[C:7](=[O:35])[N:8]([C:27]3[C:32]([F:33])=[CH:31][CH:30]=[CH:29][C:28]=3[F:34])[CH:9]=[C:10]([C:11]3[N:12]=[CH:13][C:14](=[O:17])[NH:15][CH:16]=3)[C:5]=2[NH:4][N:3]=1. The catalyst class is: 66. Reactant: [NH2:1][C:2]1[C:6]2[C:7](=[O:35])[N:8]([C:27]3[C:32]([F:33])=[CH:31][CH:30]=[CH:29][C:28]=3[F:34])[CH:9]=[C:10]([C:11]3[CH:16]=[N:15][C:14]([O:17]CC4C=CC(OC)=CC=4)=[CH:13][N:12]=3)[C:5]=2[NH:4][N:3]=1.CO.O1CCCC1.O.C1(C)C=CC(S(O)(=O)=O)=CC=1. (4) Reactant: [NH:1]1[CH2:6][CH2:5][CH:4]([C:7]2[C:15]3[C:10](=[CH:11][CH:12]=[C:13]([C:16]#[N:17])[CH:14]=3)[NH:9][CH:8]=2)[CH2:3][CH2:2]1.[O:18]([CH2:25][CH2:26][CH2:27]Br)[C:19]1[CH:24]=[CH:23][CH:22]=[CH:21][CH:20]=1.C(N(CC)CC)C. Product: [O:18]([CH2:25][CH2:26][CH2:27][N:1]1[CH2:6][CH2:5][CH:4]([C:7]2[C:15]3[C:10](=[CH:11][CH:12]=[C:13]([C:16]#[N:17])[CH:14]=3)[NH:9][CH:8]=2)[CH2:3][CH2:2]1)[C:19]1[CH:24]=[CH:23][CH:22]=[CH:21][CH:20]=1. The catalyst class is: 5. (5) Reactant: [Br:1][C:2]1[CH:3]=[C:4]2[C:9](=[CH:10][CH:11]=1)[C:8](=[O:12])[NH:7][C:6](=[O:13])[CH2:5]2.[C:14]([O:17][C:18](=O)C)(=O)C.COC(OC)OC. Product: [Br:1][C:2]1[CH:3]=[C:4]2[C:9](=[CH:10][CH:11]=1)[C:8](=[O:12])[NH:7][C:6](=[O:13])[C:5]2=[CH:14][O:17][CH3:18]. The catalyst class is: 9. (6) Reactant: [CH3:1][N:2]1[C:6]2[CH:7]=[CH:8][CH:9]=[CH:10][C:5]=2[N:4]=[C:3]1[NH:11][C:12](=[O:19])OCC(Cl)(Cl)Cl.[C:20]1([C:26]2[N:30]=[C:29]([N:31]3[CH2:36][CH2:35][NH:34][CH2:33][CH2:32]3)[S:28][N:27]=2)[CH:25]=[CH:24][CH:23]=[CH:22][CH:21]=1.C(N(C(C)C)CC)(C)C.O. Product: [CH3:1][N:2]1[C:6]2[CH:7]=[CH:8][CH:9]=[CH:10][C:5]=2[N:4]=[C:3]1[NH:11][C:12]([N:34]1[CH2:35][CH2:36][N:31]([C:29]2[S:28][N:27]=[C:26]([C:20]3[CH:25]=[CH:24][CH:23]=[CH:22][CH:21]=3)[N:30]=2)[CH2:32][CH2:33]1)=[O:19]. The catalyst class is: 16. (7) Reactant: Cl[C:2]1[CH:11]=[C:10]([C:12]([F:15])([F:14])[F:13])[C:5]([C:6]([O:8][CH3:9])=[O:7])=[CH:4][N:3]=1.[CH3:16][NH:17][CH3:18]. Product: [CH3:16][N:17]([CH3:18])[C:2]1[N:3]=[CH:4][C:5]([C:6]([O:8][CH3:9])=[O:7])=[C:10]([C:12]([F:15])([F:14])[F:13])[CH:11]=1. The catalyst class is: 6. (8) Reactant: [Mg].CCO[Si:5]([O:12][CH2:13][CH3:14])([O:9][CH2:10][CH3:11])[O:6][CH2:7][CH3:8].II.Br[C:18]1[CH:23]=[CH:22][C:21](Br)=[CH:20][CH:19]=1. Product: [CH2:13]([O:12][Si:5]([O:6][CH2:7][CH3:8])([O:9][CH2:10][CH3:11])[C:18]1[CH:23]=[CH:22][C:21]([Si:5]([O:12][CH2:13][CH3:14])([O:9][CH2:10][CH3:11])[O:6][CH2:7][CH3:8])=[CH:20][CH:19]=1)[CH3:14]. The catalyst class is: 1. (9) Reactant: [O:1]=[C:2]1[CH2:6][CH2:5][CH2:4][N:3]1[C:7]1[CH:12]=[CH:11][C:10]([CH:13]([CH3:17])[C:14]([OH:16])=O)=[CH:9][CH:8]=1.C(N(CC)C(C)C)(C)C.CN(C)CCCN=C=NCC.[C:38]([O:42][C:43]([N:45]1[C:49]([NH2:50])=[CH:48][C:47]([CH:51]2[CH2:53][CH2:52]2)=[N:46]1)=[O:44])([CH3:41])([CH3:40])[CH3:39]. Product: [C:38]([O:42][C:43]([N:45]1[C:49]([NH:50][C:14](=[O:16])[CH:13]([C:10]2[CH:9]=[CH:8][C:7]([N:3]3[CH2:4][CH2:5][CH2:6][C:2]3=[O:1])=[CH:12][CH:11]=2)[CH3:17])=[CH:48][C:47]([CH:51]2[CH2:52][CH2:53]2)=[N:46]1)=[O:44])([CH3:41])([CH3:39])[CH3:40]. The catalyst class is: 4.